This data is from Reaction yield outcomes from USPTO patents with 853,638 reactions. The task is: Predict the reaction yield, written as a fraction of the theoretical maximum amount of product (1.0 means a 100% yield; for example, 0.34 means a 34% yield). The reactants are C(O[BH-](OC(=O)C)OC(=O)C)(=O)C.[Na+].[CH2:15]([N:22]([CH:32]([CH3:34])[CH3:33])[C:23]1[N:24]=[C:25]([Cl:31])[C:26]([CH:29]=O)=[N:27][CH:28]=1)[C:16]1[CH:21]=[CH:20][CH:19]=[CH:18][CH:17]=1.[CH2:35]([NH:42][CH2:43][CH2:44][OH:45])[C:36]1[CH:41]=[CH:40][CH:39]=[CH:38][CH:37]=1.C(=O)([O-])O.[Na+]. The catalyst is C(#N)C.C(O)(=O)C. The product is [CH2:35]([N:42]([CH2:29][C:26]1[C:25]([Cl:31])=[N:24][C:23]([N:22]([CH2:15][C:16]2[CH:21]=[CH:20][CH:19]=[CH:18][CH:17]=2)[CH:32]([CH3:34])[CH3:33])=[CH:28][N:27]=1)[CH2:43][CH2:44][OH:45])[C:36]1[CH:41]=[CH:40][CH:39]=[CH:38][CH:37]=1. The yield is 0.940.